Dataset: Forward reaction prediction with 1.9M reactions from USPTO patents (1976-2016). Task: Predict the product of the given reaction. (1) Given the reactants C[O:2][C:3]([C:5]1[CH:10]=[N:9][C:8]([N:11]2[CH2:14][C:13]([F:16])([F:15])[CH2:12]2)=[C:7]([Br:17])[N:6]=1)=[O:4].[OH-].[Li+], predict the reaction product. The product is: [Br:17][C:7]1[N:6]=[C:5]([C:3]([OH:4])=[O:2])[CH:10]=[N:9][C:8]=1[N:11]1[CH2:12][C:13]([F:16])([F:15])[CH2:14]1. (2) Given the reactants [CH3:1][O:2][C:3]([C:5]1([C:8]2[CH:13]=[CH:12][C:11](B3OC(C)(C)C(C)(C)O3)=[CH:10][CH:9]=2)[CH2:7][CH2:6]1)=[O:4].[F:23][C:24]([F:51])([F:50])[C:25]1[CH:30]=[CH:29][CH:28]=[CH:27][C:26]=1[C@H:31]([O:33][C:34](=[O:49])[NH:35][C:36]1[N:37]([C:42]2[CH:47]=[CH:46][C:45](Br)=[CH:44][CH:43]=2)[N:38]=[N:39][C:40]=1[CH3:41])[CH3:32].P([O-])([O-])([O-])=O.[K+].[K+].[K+].COC1C=CC=C(OC)C=1C1C=CC=CC=1P(C1CCCCC1)C1CCCCC1, predict the reaction product. The product is: [CH3:1][O:2][C:3]([C:5]1([C:8]2[CH:9]=[CH:10][C:11]([C:45]3[CH:44]=[CH:43][C:42]([N:37]4[C:36]([NH:35][C:34]([O:33][C@@H:31]([C:26]5[CH:27]=[CH:28][CH:29]=[CH:30][C:25]=5[C:24]([F:23])([F:50])[F:51])[CH3:32])=[O:49])=[C:40]([CH3:41])[N:39]=[N:38]4)=[CH:47][CH:46]=3)=[CH:12][CH:13]=2)[CH2:6][CH2:7]1)=[O:4].